Dataset: Reaction yield outcomes from USPTO patents with 853,638 reactions. Task: Predict the reaction yield, written as a fraction of the theoretical maximum amount of product (1.0 means a 100% yield; for example, 0.34 means a 34% yield). The reactants are [Cl:1][C:2]1[N:7]=[C:6](Cl)[C:5]([S:9][CH3:10])=[CH:4][N:3]=1.C([O-])([O-])=O.[Na+].[Na+].[NH:17]1[CH2:22][CH2:21][O:20][CH2:19][CH2:18]1.CC(=O)OCC. The catalyst is CC(C)=O. The product is [Cl:1][C:2]1[N:7]=[C:6]([N:17]2[CH2:22][CH2:21][O:20][CH2:19][CH2:18]2)[C:5]([S:9][CH3:10])=[CH:4][N:3]=1. The yield is 0.470.